This data is from Peptide-MHC class I binding affinity with 185,985 pairs from IEDB/IMGT. The task is: Regression. Given a peptide amino acid sequence and an MHC pseudo amino acid sequence, predict their binding affinity value. This is MHC class I binding data. (1) The peptide sequence is GQGGSPTAM. The MHC is HLA-B15:01 with pseudo-sequence HLA-B15:01. The binding affinity (normalized) is 0.752. (2) The peptide sequence is LDIQKCGEL. The MHC is HLA-B40:02 with pseudo-sequence HLA-B40:02. The binding affinity (normalized) is 0.152.